This data is from Experimentally validated miRNA-target interactions with 360,000+ pairs, plus equal number of negative samples. The task is: Binary Classification. Given a miRNA mature sequence and a target amino acid sequence, predict their likelihood of interaction. (1) The miRNA is hsa-miR-211-5p with sequence UUCCCUUUGUCAUCCUUCGCCU. The protein sequence of the target gene is MEELTAFVSKSFDQKVKEKKEAITYREVLESGPLRGAKEPTGCTEAGRDDRSSPAVRAAGGGGGGGGGGGGGGGGGGVGGGGAGGGAGGGRSPVRELDMGAAERSREPGSPRLTEVSPELKDRKEDAKGMEDEGQTKIKQRRSRTNFTLEQLNELERLFDETHYPDAFMREELSQRLGLSEARVQVWFQNRRAKCRKQENQLHKGVLIGAASQFEACRVAPYVNVGALRMPFQQDSHCNVTPLSFQVQAQLQLDSAVAHAHHHLHPHLAAHAPYMMFPAPPFGLPLATLAADSASAASVV.... Result: 1 (interaction). (2) The miRNA is hsa-miR-155-3p with sequence CUCCUACAUAUUAGCAUUAACA. The protein sequence of the target gene is MLLPQLCWLPLLAGLLPPVPAQKFSALTFLRVDQDKDKDCSLDCAGSPQKPLCASDGRTFLSRCEFQRAKCKDPQLEIAYRGNCKDVSRCVAERKYTQEQARKEFQQVFIPECNDDGTYSQVQCHSYTGYCWCVTPNGRPISGTAVAHKTPRCPGSVNEKLPQREGTGKTDDAAAPALETQPQGDEEDIASRYPTLWTEQVKSRQNKTNKNSVSSCDQEHQSALEEAKQPKNDNVVIPECAHGGLYKPVQCHPSTGYCWCVLVDTGRPIPGTSTRYEQPKCDNTARAHPAKARDLYKGRQ.... Result: 0 (no interaction).